From a dataset of Full USPTO retrosynthesis dataset with 1.9M reactions from patents (1976-2016). Predict the reactants needed to synthesize the given product. (1) The reactants are: [F:1][C:2]1[CH:10]=[CH:9][C:5]([C:6]([OH:8])=O)=[CH:4][CH:3]=1.C1C=CC2N(O)N=NC=2C=1.CCN=C=NCCCN(C)C.[NH2:32][CH:33]1[CH:40]2[CH2:41][CH:36]3[CH2:37][CH:38]([CH2:42][CH:34]1[CH2:35]3)[CH2:39]2.Cl.CCN(C(C)C)C(C)C. Given the product [F:1][C:2]1[CH:3]=[CH:4][C:5]([C:6]([NH:32][CH:33]2[CH:34]3[CH2:42][CH:38]4[CH2:37][CH:36]([CH2:41][CH:40]2[CH2:39]4)[CH2:35]3)=[O:8])=[CH:9][CH:10]=1, predict the reactants needed to synthesize it. (2) Given the product [C:1](=[O:24])([O:2][C:3]1[C:8]2[NH:9][C:10](=[O:12])[S:11][C:7]=2[C:6]([C:13](=[O:15])[CH2:14][Br:25])=[CH:5][CH:4]=1)[O:16][CH2:17][C:18]1[CH:23]=[CH:22][CH:21]=[CH:20][CH:19]=1, predict the reactants needed to synthesize it. The reactants are: [C:1](=[O:24])([O:16][CH2:17][C:18]1[CH:23]=[CH:22][CH:21]=[CH:20][CH:19]=1)[O:2][C:3]1[C:8]2[NH:9][C:10](=[O:12])[S:11][C:7]=2[C:6]([C:13](=[O:15])[CH3:14])=[CH:5][CH:4]=1.[Br-:25].[Br-].[Br-].C1([N+](C)(C)C)C=CC=CC=1.C1([N+](C)(C)C)C=CC=CC=1.C1([N+](C)(C)C)C=CC=CC=1. (3) Given the product [Br:7][C:44]1[C:38]2[C:39](=[N:40][CH:41]=[C:36]([C:33]3[CH:34]=[CH:35][C:30]([N:29]([CH3:53])[CH3:28])=[CH:31][CH:32]=3)[CH:37]=2)[N:42]([CH2:45][O:46][CH2:47][CH2:48][Si:49]([CH3:51])([CH3:50])[CH3:52])[CH:43]=1, predict the reactants needed to synthesize it. The reactants are: N1C=CC=CC=1.[Br-:7].[Br-].[Br-].[NH+]1C=CC=CC=1.[NH+]1C=CC=CC=1.[NH+]1C=CC=CC=1.[CH3:28][N:29]([CH3:53])[C:30]1[CH:35]=[CH:34][C:33]([C:36]2[CH:37]=[C:38]3[CH:44]=[CH:43][N:42]([CH2:45][O:46][CH2:47][CH2:48][Si:49]([CH3:52])([CH3:51])[CH3:50])[C:39]3=[N:40][CH:41]=2)=[CH:32][CH:31]=1.C([O-])(O)=O.[Na+]. (4) Given the product [Br-:22].[C:1]([C:5]1[CH:21]=[CH:20][C:8]([CH2:9][O:10][C:11]2[CH:16]=[CH:15][C:14]([F:17])=[CH:13][C:12]=2[CH2:18][P+:29]([C:30]2[CH:31]=[CH:32][CH:33]=[CH:34][CH:35]=2)([C:36]2[CH:41]=[CH:40][CH:39]=[CH:38][CH:37]=2)[C:23]2[CH:24]=[CH:25][CH:26]=[CH:27][CH:28]=2)=[CH:7][CH:6]=1)([CH3:4])([CH3:3])[CH3:2], predict the reactants needed to synthesize it. The reactants are: [C:1]([C:5]1[CH:21]=[CH:20][C:8]([CH2:9][O:10][C:11]2[CH:16]=[CH:15][C:14]([F:17])=[CH:13][C:12]=2[CH2:18]O)=[CH:7][CH:6]=1)([CH3:4])([CH3:3])[CH3:2].[BrH:22].[C:23]1([P:29]([C:36]2[CH:41]=[CH:40][CH:39]=[CH:38][CH:37]=2)[C:30]2[CH:35]=[CH:34][CH:33]=[CH:32][CH:31]=2)[CH:28]=[CH:27][CH:26]=[CH:25][CH:24]=1. (5) Given the product [CH3:4][C:1]([CH3:3])([O:5][C:6](=[O:24])[NH:7][CH:8]([C@H:15]1[CH2:20][CH2:19][C@H:18]([CH2:21][C:22]([OH:32])=[O:23])[CH2:17][CH2:16]1)[CH2:9][CH2:10][NH:11][C:12](=[O:13])[O:14][C:1]([CH3:4])([CH3:3])[CH3:2])[CH3:2], predict the reactants needed to synthesize it. The reactants are: [C:1]([O:5][C:6](=[O:24])[NH:7][CH:8]([CH:15]1[CH2:20][CH2:19][CH:18]([CH2:21][CH2:22][OH:23])[CH2:17][CH2:16]1)[CH2:9][CH2:10][NH:11][C:12](=[O:14])[O-:13])([CH3:4])([CH3:3])[CH3:2].I([O-])(=O)(=O)=O.[Na+].Cl.[OH2:32].